This data is from Full USPTO retrosynthesis dataset with 1.9M reactions from patents (1976-2016). The task is: Predict the reactants needed to synthesize the given product. Given the product [CH2:1]([O:3][C:4]1[CH:25]=[CH:24][CH:23]=[CH:22][C:5]=1[O:6][C@@H:7]1[CH2:12][CH2:11][CH2:10][N:9]([C:13]2[N:18]=[CH:17][C:16]([C:19]([NH:27][CH2:28][C:29]3[C:30]([O:40][CH3:41])=[C:31]([CH:37]=[CH:38][CH:39]=3)[C:32]([OH:34])=[O:33])=[O:20])=[CH:15][N:14]=2)[CH2:8]1)[CH3:2], predict the reactants needed to synthesize it. The reactants are: [CH2:1]([O:3][C:4]1[CH:25]=[CH:24][CH:23]=[CH:22][C:5]=1[O:6][C@@H:7]1[CH2:12][CH2:11][CH2:10][N:9]([C:13]2[N:18]=[CH:17][C:16]([C:19](O)=[O:20])=[CH:15][N:14]=2)[CH2:8]1)[CH3:2].Cl.[NH2:27][CH2:28][C:29]1[C:30]([O:40][CH3:41])=[C:31]([CH:37]=[CH:38][CH:39]=1)[C:32]([O:34]CC)=[O:33].CN(C(ON1N=NC2C=CC=NC1=2)=[N+](C)C)C.F[P-](F)(F)(F)(F)F.[Li+].[OH-].